Task: Regression. Given two drug SMILES strings and cell line genomic features, predict the synergy score measuring deviation from expected non-interaction effect.. Dataset: Merck oncology drug combination screen with 23,052 pairs across 39 cell lines (1) Drug 1: CCN(CC)CCNC(=O)c1c(C)[nH]c(C=C2C(=O)Nc3ccc(F)cc32)c1C. Drug 2: NC1(c2ccc(-c3nc4ccn5c(=O)[nH]nc5c4cc3-c3ccccc3)cc2)CCC1. Cell line: RKO. Synergy scores: synergy=15.8. (2) Drug 2: O=C(NOCC(O)CO)c1ccc(F)c(F)c1Nc1ccc(I)cc1F. Drug 1: CS(=O)(=O)CCNCc1ccc(-c2ccc3ncnc(Nc4ccc(OCc5cccc(F)c5)c(Cl)c4)c3c2)o1. Cell line: T47D. Synergy scores: synergy=58.8. (3) Drug 1: COc1cccc2c1C(=O)c1c(O)c3c(c(O)c1C2=O)CC(O)(C(=O)CO)CC3OC1CC(N)C(O)C(C)O1. Drug 2: NC(=O)c1cccc2cn(-c3ccc(C4CCCNC4)cc3)nc12. Cell line: RKO. Synergy scores: synergy=-0.0113. (4) Drug 1: CC1(c2nc3c(C(N)=O)cccc3[nH]2)CCCN1. Drug 2: COC1=C2CC(C)CC(OC)C(O)C(C)C=C(C)C(OC(N)=O)C(OC)C=CC=C(C)C(=O)NC(=CC1=O)C2=O. Cell line: NCIH2122. Synergy scores: synergy=6.88. (5) Drug 1: C=CCn1c(=O)c2cnc(Nc3ccc(N4CCN(C)CC4)cc3)nc2n1-c1cccc(C(C)(C)O)n1. Drug 2: COC1CC2CCC(C)C(O)(O2)C(=O)C(=O)N2CCCCC2C(=O)OC(C(C)CC2CCC(OP(C)(C)=O)C(OC)C2)CC(=O)C(C)C=C(C)C(O)C(OC)C(=O)C(C)CC(C)C=CC=CC=C1C. Cell line: ES2. Synergy scores: synergy=30.7. (6) Cell line: LOVO. Synergy scores: synergy=-18.1. Drug 1: COC1=C2CC(C)CC(OC)C(O)C(C)C=C(C)C(OC(N)=O)C(OC)C=CC=C(C)C(=O)NC(=CC1=O)C2=O. Drug 2: CCc1c2c(nc3ccc(O)cc13)-c1cc3c(c(=O)n1C2)COC(=O)C3(O)CC.